Dataset: NCI-60 drug combinations with 297,098 pairs across 59 cell lines. Task: Regression. Given two drug SMILES strings and cell line genomic features, predict the synergy score measuring deviation from expected non-interaction effect. (1) Drug 1: C1=CC(=C2C(=C1NCCNCCO)C(=O)C3=C(C=CC(=C3C2=O)O)O)NCCNCCO. Drug 2: CC1C(C(CC(O1)OC2CC(CC3=C2C(=C4C(=C3O)C(=O)C5=C(C4=O)C(=CC=C5)OC)O)(C(=O)C)O)N)O.Cl. Cell line: NCI-H522. Synergy scores: CSS=46.0, Synergy_ZIP=-3.73, Synergy_Bliss=-0.475, Synergy_Loewe=-3.83, Synergy_HSA=3.42. (2) Drug 1: CC1CCC2CC(C(=CC=CC=CC(CC(C(=O)C(C(C(=CC(C(=O)CC(OC(=O)C3CCCCN3C(=O)C(=O)C1(O2)O)C(C)CC4CCC(C(C4)OC)OCCO)C)C)O)OC)C)C)C)OC. Drug 2: C(CCl)NC(=O)N(CCCl)N=O. Cell line: COLO 205. Synergy scores: CSS=12.0, Synergy_ZIP=0.0154, Synergy_Bliss=5.30, Synergy_Loewe=6.10, Synergy_HSA=5.87. (3) Drug 1: CC1=C(C(=CC=C1)Cl)NC(=O)C2=CN=C(S2)NC3=CC(=NC(=N3)C)N4CCN(CC4)CCO. Drug 2: COCCOC1=C(C=C2C(=C1)C(=NC=N2)NC3=CC=CC(=C3)C#C)OCCOC.Cl. Cell line: HOP-92. Synergy scores: CSS=17.7, Synergy_ZIP=-0.995, Synergy_Bliss=4.03, Synergy_Loewe=5.39, Synergy_HSA=6.42.